Dataset: Forward reaction prediction with 1.9M reactions from USPTO patents (1976-2016). Task: Predict the product of the given reaction. (1) Given the reactants [CH3:1][C:2]1[C:7]([CH3:8])=[C:6]([O:9][CH3:10])[CH:5]=[CH:4][C:3]=1B(O)O.[CH3:14][C:15]1[CH:19]=[CH:18][NH:17][N:16]=1, predict the reaction product. The product is: [CH3:1][C:2]1[C:7]([CH3:8])=[C:6]([O:9][CH3:10])[CH:5]=[CH:4][C:3]=1[N:17]1[CH:18]=[CH:19][C:15]([CH3:14])=[N:16]1. (2) Given the reactants [F:1][C:2]1[CH:3]=[C:4]([N:9]2[C:14](=[O:15])[C:13]([O:16]S(C3C=CC(C)=CC=3)(=O)=O)=[C:12]([C:27]3[CH:32]=[CH:31][C:30]([S:33]([CH3:36])(=[O:35])=[O:34])=[CH:29][CH:28]=3)[CH:11]=[N:10]2)[CH:5]=[CH:6][C:7]=1[F:8].[CH3:37][C:38]([OH:42])([CH3:41])[CH2:39]O, predict the reaction product. The product is: [F:1][C:2]1[CH:3]=[C:4]([N:9]2[C:14](=[O:15])[C:13]([O:16][CH2:37][C:38]([OH:42])([CH3:41])[CH3:39])=[C:12]([C:27]3[CH:32]=[CH:31][C:30]([S:33]([CH3:36])(=[O:34])=[O:35])=[CH:29][CH:28]=3)[CH:11]=[N:10]2)[CH:5]=[CH:6][C:7]=1[F:8]. (3) The product is: [I-:1].[C:22]1([P+:15]([C:12]2[CH:11]=[CH:10][CH:9]=[CH:14][CH:13]=2)([C:16]2[CH:21]=[CH:20][CH:19]=[CH:18][CH:17]=2)[CH2:2][CH:3]2[CH2:8][CH2:7][O:6][CH2:5][CH2:4]2)[CH:23]=[CH:24][CH:25]=[CH:26][CH:27]=1. Given the reactants [I:1][CH2:2][CH:3]1[CH2:8][CH2:7][O:6][CH2:5][CH2:4]1.[CH:9]1[CH:14]=[CH:13][C:12]([P:15]([C:22]2[CH:27]=[CH:26][CH:25]=[CH:24][CH:23]=2)[C:16]2[CH:21]=[CH:20][CH:19]=[CH:18][CH:17]=2)=[CH:11][CH:10]=1.CCOCC, predict the reaction product.